Task: Binary Classification. Given a drug SMILES string, predict its activity (active/inactive) in a high-throughput screening assay against a specified biological target.. Dataset: KCNQ2 potassium channel screen with 302,405 compounds (1) The molecule is Clc1ccc(NC(=S)NNC(=O)c2cc3nc(n(c3cc2)CC)C)cc1. The result is 0 (inactive). (2) The drug is S(c1[nH]c2c(n1)cccc2)CC(=O)Nc1oc(c(n1)c1ccccc1)c1ccccc1. The result is 0 (inactive).